Dataset: Forward reaction prediction with 1.9M reactions from USPTO patents (1976-2016). Task: Predict the product of the given reaction. (1) Given the reactants [CH3:1][O:2][C:3]1[CH:4]=[C:5]([CH:7]=[CH:8][C:9]=1[C:10]1[O:14][CH:13]=[N:12][CH:11]=1)[NH2:6].[S:15]1[C:19]2[CH:20]=[CH:21][CH:22]=[CH:23][C:18]=2[N:17]=[C:16]1[CH:24]=O, predict the reaction product. The product is: [S:15]1[C:19]2[CH:20]=[CH:21][CH:22]=[CH:23][C:18]=2[N:17]=[C:16]1[CH2:24][NH:6][C:5]1[CH:7]=[CH:8][C:9]([C:10]2[O:14][CH:13]=[N:12][CH:11]=2)=[C:3]([O:2][CH3:1])[CH:4]=1. (2) Given the reactants [Cl:1][C:2]1[CH:3]=[N:4][N:5]([CH3:17])[C:6]=1[C:7]1[CH:8]=[C:9]([C:14]([OH:16])=O)[S:10][C:11]=1[O:12][CH3:13].[NH2:18][C@@H:19]([CH2:32][C:33]1[CH:38]=[CH:37][CH:36]=[C:35]([F:39])[CH:34]=1)[CH2:20][N:21]1[C:29](=[O:30])[C:28]2[C:23](=[CH:24][CH:25]=[CH:26][CH:27]=2)[C:22]1=[O:31].CC(OC(N[C@H](C(O)=O)CC1C=CC=CC=1C(F)(F)F)=O)(C)C.C1CN([P+](Br)(N2CCCC2)N2CCCC2)CC1.F[P-](F)(F)(F)(F)F.CCN(C(C)C)C(C)C, predict the reaction product. The product is: [Cl:1][C:2]1[CH:3]=[N:4][N:5]([CH3:17])[C:6]=1[C:7]1[CH:8]=[C:9]([C:14]([NH:18][C@@H:19]([CH2:32][C:33]2[CH:38]=[CH:37][CH:36]=[C:35]([F:39])[CH:34]=2)[CH2:20][N:21]2[C:29](=[O:30])[C:28]3[C:23](=[CH:24][CH:25]=[CH:26][CH:27]=3)[C:22]2=[O:31])=[O:16])[S:10][C:11]=1[O:12][CH3:13]. (3) Given the reactants [NH2:1][C:2]1[N:10]=[C:9]([Cl:11])[CH:8]=[CH:7][C:3]=1[C:4]([OH:6])=[O:5].[C:12](=O)([O-])[O-].[K+].[K+].IC, predict the reaction product. The product is: [CH3:12][O:5][C:4](=[O:6])[C:3]1[CH:7]=[CH:8][C:9]([Cl:11])=[N:10][C:2]=1[NH2:1].